From a dataset of Forward reaction prediction with 1.9M reactions from USPTO patents (1976-2016). Predict the product of the given reaction. (1) Given the reactants [H-].[Na+].[CH3:3][CH:4]([CH2:8][C:9]1[CH:14]=[CH:13][CH:12]=[CH:11][CH:10]=1)[C:5](=[O:7])[CH3:6].[CH2:15]([O:17][C:18](=[O:24])[C:19](OCC)=[O:20])[CH3:16].CC[O-].[Na+], predict the reaction product. The product is: [CH2:15]([O:17][C:18](=[O:24])[C:19](=[O:20])[CH2:6][C:5](=[O:7])[CH:4]([CH3:3])[CH2:8][C:9]1[CH:10]=[CH:11][CH:12]=[CH:13][CH:14]=1)[CH3:16]. (2) Given the reactants [Cl:1][C:2]1[CH:3]=[CH:4][C:5]([C:31]#[N:32])=[C:6]([C:8]2[C:13]([O:14][CH3:15])=[CH:12][N:11]([CH:16]([CH2:24][CH:25]3[CH2:29][CH2:28][O:27][CH2:26]3)[C:17]([O:19]C(C)(C)C)=[O:18])[C:10](=[O:30])[CH:9]=2)[CH:7]=1.C(O)(C(F)(F)F)=O, predict the reaction product. The product is: [Cl:1][C:2]1[CH:3]=[CH:4][C:5]([C:31]#[N:32])=[C:6]([C:8]2[C:13]([O:14][CH3:15])=[CH:12][N:11]([CH:16]([CH2:24][CH:25]3[CH2:29][CH2:28][O:27][CH2:26]3)[C:17]([OH:19])=[O:18])[C:10](=[O:30])[CH:9]=2)[CH:7]=1. (3) Given the reactants [C:1]1([N:7]2[C:11]([C:12]3[CH:17]=[CH:16][C:15]([CH3:18])=[CH:14][CH:13]=3)=[CH:10][C:9]([CH2:19][CH2:20][CH:21]=O)=[N:8]2)[CH:6]=[CH:5][CH:4]=[CH:3][CH:2]=1.[F:23][C:24]1[CH:29]=[CH:28][C:27]([CH:30]([C:37]2[CH:42]=[CH:41][C:40]([F:43])=[CH:39][CH:38]=2)[N:31]2[CH2:36][CH2:35][NH:34][CH2:33][CH2:32]2)=[CH:26][CH:25]=1.CCN(C(C)C)C(C)C.[BH-](OC(C)=O)(OC(C)=O)OC(C)=O.[Na+], predict the reaction product. The product is: [F:43][C:40]1[CH:39]=[CH:38][C:37]([CH:30]([C:27]2[CH:28]=[CH:29][C:24]([F:23])=[CH:25][CH:26]=2)[N:31]2[CH2:32][CH2:33][N:34]([CH2:21][CH2:20][CH2:19][C:9]3[CH:10]=[C:11]([C:12]4[CH:17]=[CH:16][C:15]([CH3:18])=[CH:14][CH:13]=4)[N:7]([C:1]4[CH:6]=[CH:5][CH:4]=[CH:3][CH:2]=4)[N:8]=3)[CH2:35][CH2:36]2)=[CH:42][CH:41]=1. (4) Given the reactants Cl[C:2]1[N:3]([CH3:13])[C:4](=[O:12])[CH:5]=[CH:6][C:7]=1[C:8]([O:10][CH3:11])=[O:9].[F:14][C:15]1[CH:20]=[C:19]([S:21][CH3:22])[CH:18]=[CH:17][C:16]=1[NH2:23], predict the reaction product. The product is: [F:14][C:15]1[CH:20]=[C:19]([S:21][CH3:22])[CH:18]=[CH:17][C:16]=1[NH:23][C:2]1[N:3]([CH3:13])[C:4](=[O:12])[CH:5]=[CH:6][C:7]=1[C:8]([O:10][CH3:11])=[O:9]. (5) Given the reactants [F:1][C:2]1[CH:7]=[C:6]([F:8])[C:5]([N+:9]([O-])=O)=[CH:4][C:3]=1[OH:12], predict the reaction product. The product is: [NH2:9][C:5]1[C:6]([F:8])=[CH:7][C:2]([F:1])=[C:3]([OH:12])[CH:4]=1. (6) Given the reactants [I:1][C:2]1[CH:10]=[CH:9][C:5]([C:6](Cl)=[O:7])=[CH:4][CH:3]=1.[NH:11]1[CH2:15][CH2:14][C@@H:13]([OH:16])[CH2:12]1.[NH4+].[Cl-], predict the reaction product. The product is: [OH:16][C@@H:13]1[CH2:14][CH2:15][N:11]([C:6]([C:5]2[CH:9]=[CH:10][C:2]([I:1])=[CH:3][CH:4]=2)=[O:7])[CH2:12]1.